This data is from Forward reaction prediction with 1.9M reactions from USPTO patents (1976-2016). The task is: Predict the product of the given reaction. (1) Given the reactants [N:1]#[N:2].Br[C:4]1[C:5]([C:11]#[N:12])=[N:6][CH:7]=[CH:8][C:9]=1[CH3:10].[C:13]([O-])([O-])=O.[Cs+].[Cs+].O.C[N:21]([CH:23]=O)C, predict the reaction product. The product is: [CH3:10][C:9]1[CH:8]=[CH:7][N:6]=[C:5]([C:11]#[N:12])[C:4]=1[N:1]1[N:21]=[CH:23][CH:13]=[N:2]1. (2) Given the reactants [F:1][C:2]1[CH:3]=[C:4]([CH:8]2[CH2:17][C:16](=[O:18])[C:15]3[C:10](=[CH:11][CH:12]=[C:13]([OH:19])[CH:14]=3)[O:9]2)[CH:5]=[CH:6][CH:7]=1.OC1C=CC(O)=CC=1C(=O)C.[F:31]C1C(F)=CC=CC=1C=O, predict the reaction product. The product is: [F:31][C:3]1[C:2]([F:1])=[CH:7][CH:6]=[CH:5][C:4]=1[CH:8]1[CH2:17][C:16](=[O:18])[C:15]2[C:10](=[CH:11][CH:12]=[C:13]([OH:19])[CH:14]=2)[O:9]1.